Dataset: TCR-epitope binding with 47,182 pairs between 192 epitopes and 23,139 TCRs. Task: Binary Classification. Given a T-cell receptor sequence (or CDR3 region) and an epitope sequence, predict whether binding occurs between them. (1) The epitope is QARQMVQAMRTIGTHP. The TCR CDR3 sequence is CASTQTSGSYEQYF. Result: 0 (the TCR does not bind to the epitope). (2) The epitope is DRFYKTLRAEQASQEV. The TCR CDR3 sequence is CSARDLGRGWNTGELFF. Result: 0 (the TCR does not bind to the epitope). (3) The epitope is SEISMDNSPNL. The TCR CDR3 sequence is CASSQETSGRAAQETQYF. Result: 1 (the TCR binds to the epitope). (4) The epitope is VLWAHGFEL. The TCR CDR3 sequence is CASSLDTGGMGIQYF. Result: 1 (the TCR binds to the epitope). (5) The epitope is VVYRGTTTY. The TCR CDR3 sequence is CASSPGTRRNNEQFF. Result: 0 (the TCR does not bind to the epitope).